The task is: Predict the product of the given reaction.. This data is from Forward reaction prediction with 1.9M reactions from USPTO patents (1976-2016). Given the reactants [CH:1]([N:4]=[C:5]=[O:6])([CH3:3])[CH3:2].[O:7]1[C:11]2[CH:12]=[CH:13][CH:14]=[CH:15][C:10]=2[CH:9]([NH:16][C:17]2[CH:26]=[CH:25][C:24]3[C:19](=[CH:20][CH:21]=[C:22]([NH2:27])[CH:23]=3)[N:18]=2)[CH2:8]1, predict the reaction product. The product is: [O:7]1[C:11]2[CH:12]=[CH:13][CH:14]=[CH:15][C:10]=2[CH:9]([NH:16][C:17]2[CH:26]=[CH:25][C:24]3[C:19](=[CH:20][CH:21]=[C:22]([NH:27][C:5]([NH:4][CH:1]([CH3:3])[CH3:2])=[O:6])[CH:23]=3)[N:18]=2)[CH2:8]1.